This data is from Forward reaction prediction with 1.9M reactions from USPTO patents (1976-2016). The task is: Predict the product of the given reaction. The product is: [Cl:39][C:37]1[CH:3]=[CH:4][C:5]([CH:8]2[C:9]3[C:10](=[N:11][N:12]([CH2:15][C:16]4[CH:17]=[CH:18][C:19]([O:22][CH3:23])=[CH:20][CH:21]=4)[C:13]=3[CH3:14])[C:24](=[O:25])[N:27]2[C:28]2[CH:33]=[C:32]([CH3:34])[C:31](=[O:35])[N:30]([CH3:36])[CH:29]=2)=[CH:6][CH:7]=1. Given the reactants ClC1[CH:7]=[CH:6][C:5]([CH:8]([NH:27][C:28]2[CH:33]=[C:32]([CH3:34])[C:31](=[O:35])[N:30]([CH3:36])[CH:29]=2)[C:9]2[C:10]([C:24](O)=[O:25])=[N:11][N:12]([CH2:15][C:16]3[CH:21]=[CH:20][C:19]([O:22][CH3:23])=[CH:18][CH:17]=3)[C:13]=2[CH3:14])=[CH:4][CH:3]=1.[CH2:37]([Cl:39])Cl.CO, predict the reaction product.